Task: Predict which catalyst facilitates the given reaction.. Dataset: Catalyst prediction with 721,799 reactions and 888 catalyst types from USPTO (1) Reactant: [C:1]([O:4][C:5]1[CH:10]=[CH:9][C:8]([P:11]([O:22][CH2:23][CH3:24])([CH2:13][P:14]([O:19][CH2:20][CH3:21])([O:16][CH2:17][CH3:18])=[O:15])=[O:12])=[CH:7][C:6]=1[C:25]([CH3:38])([CH3:37])[CH2:26][C:27]([O:29]CC1C=CC=CC=1)=[O:28])(=[O:3])[CH3:2]. Product: [C:1]([O:4][C:5]1[CH:10]=[CH:9][C:8]([P:11]([O:22][CH2:23][CH3:24])([CH2:13][P:14]([O:16][CH2:17][CH3:18])([O:19][CH2:20][CH3:21])=[O:15])=[O:12])=[CH:7][C:6]=1[C:25]([CH3:38])([CH3:37])[CH2:26][C:27]([OH:29])=[O:28])(=[O:3])[CH3:2]. The catalyst class is: 19. (2) Reactant: [F:1][C:2]1[CH:3]=[C:4]([C:8]2([CH2:21][CH2:22][CH2:23][N:24]3[CH2:28][CH2:27][CH2:26][CH2:25]3)[CH2:13][CH2:12][N:11]([C:14](OC(C)(C)C)=[O:15])[CH2:10][CH2:9]2)[CH:5]=[CH:6][CH:7]=1.C(O)(C(F)(F)F)=O.[Cl:36][C:37]1[CH:42]=[CH:41][CH:40]=[C:39]([CH3:43])[C:38]=1[S:44]([N:47]([CH2:51][CH2:52][O:53][CH2:54]C(O)=O)[CH:48]1[CH2:50][CH2:49]1)(=[O:46])=[O:45].CCN=C=NCCCN(C)C.C1C=CC2N(O)N=NC=2C=1.CCN(C(C)C)C(C)C. Product: [Cl:36][C:37]1[CH:42]=[CH:41][CH:40]=[C:39]([CH3:43])[C:38]=1[S:44]([N:47]([CH:48]1[CH2:50][CH2:49]1)[CH2:51][CH2:52][O:53][CH2:54][C:14]([N:11]1[CH2:10][CH2:9][C:8]([C:4]2[CH:5]=[CH:6][CH:7]=[C:2]([F:1])[CH:3]=2)([CH2:21][CH2:22][CH2:23][N:24]2[CH2:25][CH2:26][CH2:27][CH2:28]2)[CH2:13][CH2:12]1)=[O:15])(=[O:46])=[O:45]. The catalyst class is: 4. (3) Reactant: [F:1][CH:2]([F:16])[O:3][C:4]1[C:13]2[C:8](=[CH:9][CH:10]=[CH:11][CH:12]=2)[C:7]([CH2:14][OH:15])=[CH:6][CH:5]=1.[CH3:17][S:18](Cl)(=[O:20])=[O:19].C(N(CC)CC)C. Product: [CH3:17][S:18]([O:15][CH2:14][C:7]1[C:8]2[C:13](=[CH:12][CH:11]=[CH:10][CH:9]=2)[C:4]([O:3][CH:2]([F:16])[F:1])=[CH:5][CH:6]=1)(=[O:20])=[O:19]. The catalyst class is: 2. (4) Reactant: ClC1C=C(C=CC=1)C(OO)=[O:6].[O:12]=[C:13]1[N:18]([C:19]2[CH:24]=[CH:23][CH:22]=[C:21]([C:25]([F:28])([F:27])[F:26])[CH:20]=2)[C:17]2[CH2:29][CH2:30][C:31](=[O:32])[C:16]=2[CH:15]([C:33]2[CH:40]=[CH:39][C:36]([C:37]#[N:38])=[CH:35][C:34]=2[S:41][CH3:42])[NH:14]1.C([O-])(O)=O.[Na+]. Product: [O:12]=[C:13]1[N:18]([C:19]2[CH:24]=[CH:23][CH:22]=[C:21]([C:25]([F:26])([F:27])[F:28])[CH:20]=2)[C:17]2[CH2:29][CH2:30][C:31](=[O:32])[C:16]=2[CH:15]([C:33]2[CH:40]=[CH:39][C:36]([C:37]#[N:38])=[CH:35][C:34]=2[S:41]([CH3:42])=[O:6])[NH:14]1. The catalyst class is: 4. (5) Reactant: [CH3:1][CH:2]1[CH2:7][N:6]([C:8]([N:10]2[CH2:15][CH2:14][S:13][CH2:12][CH2:11]2)=[O:9])[CH:5]([CH3:16])[CH2:4][N:3]1[C:17]1[CH:24]=[CH:23][C:20]([C:21]#[N:22])=[C:19]([C:25]([F:28])([F:27])[F:26])[CH:18]=1.C(=O)(O)[O-:30].[Na+].ClC1C=CC=C(C(OO)=O)C=1.C(Cl)(Cl)Cl. Product: [CH3:1][C@H:2]1[CH2:7][N:6]([C:8]([N:10]2[CH2:11][CH2:12][S:13](=[O:30])[CH2:14][CH2:15]2)=[O:9])[C@H:5]([CH3:16])[CH2:4][N:3]1[C:17]1[CH:24]=[CH:23][C:20]([C:21]#[N:22])=[C:19]([C:25]([F:27])([F:28])[F:26])[CH:18]=1. The catalyst class is: 4. (6) Reactant: [NH2:1][C:2]1[C:7]([Cl:8])=[CH:6][C:5]([C:9]([F:12])([F:11])[F:10])=[CH:4][N:3]=1.[CH2:13]([O:15][C:16](=[O:22])[C:17](=O)[CH:18](Br)[CH3:19])[CH3:14]. Product: [CH2:13]([O:15][C:16]([C:17]1[N:1]=[C:2]2[C:7]([Cl:8])=[CH:6][C:5]([C:9]([F:12])([F:10])[F:11])=[CH:4][N:3]2[C:18]=1[CH3:19])=[O:22])[CH3:14]. The catalyst class is: 12.